This data is from Reaction yield outcomes from USPTO patents with 853,638 reactions. The task is: Predict the reaction yield, written as a fraction of the theoretical maximum amount of product (1.0 means a 100% yield; for example, 0.34 means a 34% yield). The reactants are [NH2:1][C:2]1[CH:25]=[CH:24][C:5]([C:6]([NH:8][CH2:9][C:10]2[CH:15]=[CH:14][C:13]([O:16][CH2:17][C:18]3[CH:23]=[CH:22][CH:21]=[CH:20][CH:19]=3)=[CH:12][CH:11]=2)=[O:7])=[CH:4][N:3]=1.C=O.O.[C:29]([O:32][CH2:33]C)(=O)[CH3:30]. The catalyst is C(O)C. The product is [CH2:17]([O:16][C:13]1[CH:14]=[CH:15][C:10]([CH2:9][NH:8][C:6](=[O:7])[C:5]2[CH:24]=[CH:25][C:2]([NH:1][CH2:33][O:32][CH2:29][CH3:30])=[N:3][CH:4]=2)=[CH:11][CH:12]=1)[C:18]1[CH:19]=[CH:20][CH:21]=[CH:22][CH:23]=1. The yield is 0.400.